The task is: Predict which catalyst facilitates the given reaction.. This data is from Catalyst prediction with 721,799 reactions and 888 catalyst types from USPTO. (1) Reactant: [Cl-].[CH3:2][O:3][CH2:4][P+](C1C=CC=CC=1)(C1C=CC=CC=1)C1C=CC=CC=1.CC(C)([O-])C.[K+].[CH3:30][O:31][C:32]1[CH:39]=[CH:38][CH:37]=[C:36]([O:40][C:41]2[CH:46]=[CH:45][CH:44]=[C:43]([Br:47])[N:42]=2)[C:33]=1[CH:34]=O.[NH4+]. Product: [Br:47][C:43]1[CH:44]=[CH:45][CH:46]=[C:41]([O:40][C:36]2[CH:37]=[CH:38][CH:39]=[C:32]([O:31][CH3:30])[C:33]=2/[CH:34]=[CH:2]/[O:3][CH3:4])[N:42]=1. The catalyst class is: 30. (2) Reactant: C([C@H]([C@@H](C([O-])=O)O)O)([O-])=[O:2].[OH:11][C:12]1[CH:17]=[CH:16][C:15]([C@H:18]([OH:34])[C@@H:19]([N:21]2[CH2:26][CH2:25][C:24]([OH:33])([C:27]3[CH:32]=[CH:31][CH:30]=[CH:29][CH:28]=3)[CH2:23][CH2:22]2)[CH3:20])=[CH:14][CH:13]=1.[CH3:35][S:36](O)(=[O:38])=[O:37]. Product: [OH2:2].[OH2:11].[OH2:37].[S:36]([O:34][C@@H:18]([C:15]1[CH:16]=[CH:17][C:12]([OH:11])=[CH:13][CH:14]=1)[C@@H:19]([N:21]1[CH2:22][CH2:23][C:24]([OH:33])([C:27]2[CH:28]=[CH:29][CH:30]=[CH:31][CH:32]=2)[CH2:25][CH2:26]1)[CH3:20])(=[O:38])(=[O:37])[CH3:35]. The catalyst class is: 6. (3) Reactant: [F:1][C:2]([F:14])([F:13])[O:3][C:4]1[CH:9]=[CH:8][C:7]([CH:10]2[CH2:12][O:11]2)=[CH:6][CH:5]=1.[CH3:15][O-:16].[Na+].C(OCC)(=O)C. Product: [CH3:15][O:16][CH2:12][CH:10]([C:7]1[CH:6]=[CH:5][C:4]([O:3][C:2]([F:1])([F:13])[F:14])=[CH:9][CH:8]=1)[OH:11]. The catalyst class is: 80. (4) Reactant: C1COCC1.[Br:6][C:7]1[CH:8]=[C:9]2[C:14](=[CH:15][CH:16]=1)[CH:13]=[C:12]([C:17](O)=[O:18])[CH:11]=[CH:10]2.B.C1COCC1. Product: [Br:6][C:7]1[CH:8]=[C:9]2[C:14](=[CH:15][CH:16]=1)[CH:13]=[C:12]([CH2:17][OH:18])[CH:11]=[CH:10]2. The catalyst class is: 6. (5) Reactant: F[C:2]1[CH:7]=[CH:6][C:5]([F:8])=[CH:4][C:3]=1[C:9]1[CH:14]=[CH:13][CH:12]=[CH:11][C:10]=1[CH:15]([NH:17][S:18]([C:21]1[CH:26]=[CH:25][CH:24]=[C:23]([O:27][CH3:28])[CH:22]=1)(=[O:20])=[O:19])[CH3:16].C(=O)([O-])[O-].[K+].[K+]. Product: [F:8][C:5]1[CH:6]=[CH:7][C:2]2[N:17]([S:18]([C:21]3[CH:26]=[CH:25][CH:24]=[C:23]([O:27][CH3:28])[CH:22]=3)(=[O:19])=[O:20])[CH:15]([CH3:16])[C:10]3[C:9](=[CH:14][CH:13]=[CH:12][CH:11]=3)[C:3]=2[CH:4]=1. The catalyst class is: 9. (6) Reactant: FC(F)(F)C(O)=O.[Cl:8][C:9]1[CH:40]=[CH:39][C:12]([O:13][C:14]2[CH:19]=[CH:18][C:17]([NH:20][CH:21]3[CH2:26][CH2:25][N:24]([CH2:27][CH2:28][C:29]4[CH:38]=[CH:37][C:32]([C:33]([O:35]C)=[O:34])=[CH:31][CH:30]=4)[CH2:23][CH2:22]3)=[CH:16][CH:15]=2)=[CH:11][CH:10]=1.[OH-].[Li+].C(O)(C(F)(F)F)=O. Product: [Cl:8][C:9]1[CH:40]=[CH:39][C:12]([O:13][C:14]2[CH:15]=[CH:16][C:17]([NH:20][CH:21]3[CH2:26][CH2:25][N:24]([CH2:27][CH2:28][C:29]4[CH:30]=[CH:31][C:32]([C:33]([OH:35])=[O:34])=[CH:37][CH:38]=4)[CH2:23][CH2:22]3)=[CH:18][CH:19]=2)=[CH:11][CH:10]=1. The catalyst class is: 87. (7) Reactant: [Cl:1][C:2]1[S:6][C:5]([S:7]([N:10](COCC[Si](C)(C)C)[C:11]2[C:19]3[C:14](=[CH:15][CH:16]=[CH:17][C:18]=3[O:20][CH3:21])[N:13]([CH2:22][C:23]3[CH:35]=[CH:34][C:26]([C:27]([N:29]([CH2:32][CH3:33])[CH2:30][CH3:31])=[O:28])=[CH:25][CH:24]=3)[N:12]=2)(=[O:9])=[O:8])=[CH:4][CH:3]=1.C(O)(C(F)(F)F)=O. Product: [Cl:1][C:2]1[S:6][C:5]([S:7]([NH:10][C:11]2[C:19]3[C:14](=[CH:15][CH:16]=[CH:17][C:18]=3[O:20][CH3:21])[N:13]([CH2:22][C:23]3[CH:35]=[CH:34][C:26]([C:27]([N:29]([CH2:32][CH3:33])[CH2:30][CH3:31])=[O:28])=[CH:25][CH:24]=3)[N:12]=2)(=[O:8])=[O:9])=[CH:4][CH:3]=1. The catalyst class is: 4.